This data is from Reaction yield outcomes from USPTO patents with 853,638 reactions. The task is: Predict the reaction yield, written as a fraction of the theoretical maximum amount of product (1.0 means a 100% yield; for example, 0.34 means a 34% yield). (1) The reactants are [O:1]=[C:2]1[CH2:5][CH:4]([CH2:6][CH2:7][C:8]([OH:10])=O)[CH2:3]1.[C:11]([C:15]1[CH:21]=[CH:20][C:18]([NH2:19])=[C:17]([N+:22]([O-:24])=[O:23])[CH:16]=1)([CH3:14])([CH3:13])[CH3:12].N1C=CC=CC=1.C(P1(=O)OP(CCC)(=O)OP(CCC)(=O)O1)CC. The catalyst is O1CCOCC1.CCOC(C)=O. The product is [C:11]([C:15]1[CH:21]=[CH:20][C:18]([NH:19][C:8](=[O:10])[CH2:7][CH2:6][CH:4]2[CH2:3][C:2](=[O:1])[CH2:5]2)=[C:17]([N+:22]([O-:24])=[O:23])[CH:16]=1)([CH3:14])([CH3:12])[CH3:13]. The yield is 0.850. (2) The reactants are [O:1]=[C:2]1[C:10]2([C:14]3=[CH:15][C:16]4[O:20][CH2:19][O:18][C:17]=4[CH:21]=[C:13]3[O:12][CH2:11]2)[C:9]2[C:4](=[CH:5][CH:6]=[CH:7][CH:8]=2)[N:3]1[CH2:22][C:23](O)=O.[F:26][C:27]1[CH:28]=[C:29]([NH2:34])[C:30]([NH2:33])=[CH:31][CH:32]=1. The product is [F:26][C:27]1[CH:32]=[CH:31][C:30]2[NH:33][C:23]([CH2:22][N:3]3[C:4]4[C:9](=[CH:8][CH:7]=[CH:6][CH:5]=4)[C:10]4([C:14]5=[CH:15][C:16]6[O:20][CH2:19][O:18][C:17]=6[CH:21]=[C:13]5[O:12][CH2:11]4)[C:2]3=[O:1])=[N:34][C:29]=2[CH:28]=1. The yield is 0.220. The catalyst is C1(C)C=CC=CC=1.O. (3) The reactants are Cl[C:2]1[CH:7]=[C:6]([N:8]2[C:17]3[C:12](=[CH:13][C:14]([S:18]([NH:21][C:22]4[CH:26]=[CH:25][O:24][N:23]=4)(=[O:20])=[O:19])=[CH:15][CH:16]=3)[CH:11]=[CH:10][C:9]2=[O:27])[C:5]([O:28][CH3:29])=[CH:4][N:3]=1.[Cl:30][C:31]1[CH:32]=[C:33](B(O)O)[CH:34]=[C:35]([F:37])[CH:36]=1.C(=O)([O-])[O-].[Cs+].[Cs+]. The catalyst is O1CCOCC1.O.C(OCC)(=O)C.Cl.C1C=CC(P(C2C=CC=CC=2)[C-]2C=CC=C2)=CC=1.C1C=CC(P(C2C=CC=CC=2)[C-]2C=CC=C2)=CC=1.Cl[Pd]Cl.[Fe+2].C(Cl)Cl. The product is [Cl:30][C:31]1[CH:32]=[C:33]([C:2]2[CH:7]=[C:6]([N:8]3[C:17]4[C:12](=[CH:13][C:14]([S:18]([NH:21][C:22]5[CH:26]=[CH:25][O:24][N:23]=5)(=[O:19])=[O:20])=[CH:15][CH:16]=4)[CH:11]=[CH:10][C:9]3=[O:27])[C:5]([O:28][CH3:29])=[CH:4][N:3]=2)[CH:34]=[C:35]([F:37])[CH:36]=1. The yield is 0.279. (4) The reactants are [CH2:1]([S:8][CH2:9][C@H:10]([NH:14][C:15]1[S:16][C:17]([N+:20]([O-:22])=[O:21])=[CH:18][N:19]=1)[C:11]([OH:13])=O)[C:2]1[CH:7]=[CH:6][CH:5]=[CH:4][CH:3]=1.C1C=CC2N(O)N=NC=2C=1.C(Cl)CCl.[NH2:37][CH:38]([CH2:50][CH2:51][CH3:52])[C@@H:39]([C:41]1[O:42][C:43]2[CH:49]=[CH:48][CH:47]=[CH:46][C:44]=2[N:45]=1)[OH:40].CN1CCOCC1. The catalyst is ClCCl. The product is [O:42]1[C:43]2[CH:49]=[CH:48][CH:47]=[CH:46][C:44]=2[N:45]=[C:41]1[CH:39]([C@@H:38]([NH:37][C:11](=[O:13])[C@@H:10]([NH:14][C:15]1[S:16][C:17]([N+:20]([O-:22])=[O:21])=[CH:18][N:19]=1)[CH2:9][S:8][CH2:1][C:2]1[CH:3]=[CH:4][CH:5]=[CH:6][CH:7]=1)[CH2:50][CH2:51][CH3:52])[OH:40]. The yield is 0.630. (5) The reactants are Br[C:2]1[C:3]2[C:8]([CH:9]=[C:10]3[C:15]=1[CH:14]=[CH:13][CH:12]=[CH:11]3)=[CH:7][CH:6]=[CH:5][CH:4]=2.[C:16]1([BrH](O)(=O)=O)[CH:21]=[CH:20][CH:19]=[CH:18][CH:17]=1.C(=O)([O-])[O-].[K+].[K+].C1(C)C=CC=CC=1P(C1C=CC=CC=1C)C1C=CC=CC=1C. The catalyst is CC([O-])=O.CC([O-])=O.[Pd+2].COCCOC. The product is [C:16]1([C:2]2[C:3]3[C:8]([CH:9]=[C:10]4[C:15]=2[CH:14]=[CH:13][CH:12]=[CH:11]4)=[CH:7][CH:6]=[CH:5][CH:4]=3)[CH:21]=[CH:20][CH:19]=[CH:18][CH:17]=1. The yield is 0.850.